This data is from NCI-60 drug combinations with 297,098 pairs across 59 cell lines. The task is: Regression. Given two drug SMILES strings and cell line genomic features, predict the synergy score measuring deviation from expected non-interaction effect. (1) Drug 1: C1=NC2=C(N=C(N=C2N1C3C(C(C(O3)CO)O)F)Cl)N. Drug 2: B(C(CC(C)C)NC(=O)C(CC1=CC=CC=C1)NC(=O)C2=NC=CN=C2)(O)O. Cell line: COLO 205. Synergy scores: CSS=77.8, Synergy_ZIP=-3.12, Synergy_Bliss=-3.66, Synergy_Loewe=-0.365, Synergy_HSA=2.71. (2) Drug 1: CCC1(C2=C(COC1=O)C(=O)N3CC4=CC5=C(C=CC(=C5CN(C)C)O)N=C4C3=C2)O.Cl. Drug 2: C(CCl)NC(=O)N(CCCl)N=O. Cell line: U251. Synergy scores: CSS=41.0, Synergy_ZIP=-5.01, Synergy_Bliss=-3.06, Synergy_Loewe=-22.5, Synergy_HSA=0.381. (3) Drug 1: C1=CN(C(=O)N=C1N)C2C(C(C(O2)CO)O)O.Cl. Drug 2: C(CC(=O)O)C(=O)CN.Cl. Cell line: SK-OV-3. Synergy scores: CSS=20.2, Synergy_ZIP=-3.07, Synergy_Bliss=2.24, Synergy_Loewe=-6.94, Synergy_HSA=3.03. (4) Drug 1: C1CCC(CC1)NC(=O)N(CCCl)N=O. Drug 2: CS(=O)(=O)CCNCC1=CC=C(O1)C2=CC3=C(C=C2)N=CN=C3NC4=CC(=C(C=C4)OCC5=CC(=CC=C5)F)Cl. Cell line: SN12C. Synergy scores: CSS=8.45, Synergy_ZIP=-4.63, Synergy_Bliss=-1.86, Synergy_Loewe=-1.73, Synergy_HSA=-1.59. (5) Synergy scores: CSS=17.4, Synergy_ZIP=-0.520, Synergy_Bliss=-3.00, Synergy_Loewe=-23.9, Synergy_HSA=-3.38. Cell line: COLO 205. Drug 1: C1CN1C2=NC(=NC(=N2)N3CC3)N4CC4. Drug 2: CC(C)NC(=O)C1=CC=C(C=C1)CNNC.Cl. (6) Drug 1: C1=CN(C(=O)N=C1N)C2C(C(C(O2)CO)O)O.Cl. Drug 2: CC1C(C(CC(O1)OC2CC(CC3=C2C(=C4C(=C3O)C(=O)C5=C(C4=O)C(=CC=C5)OC)O)(C(=O)CO)O)N)O.Cl. Cell line: T-47D. Synergy scores: CSS=45.1, Synergy_ZIP=-2.61, Synergy_Bliss=-2.82, Synergy_Loewe=-4.33, Synergy_HSA=2.55. (7) Drug 2: CCCS(=O)(=O)NC1=C(C(=C(C=C1)F)C(=O)C2=CNC3=C2C=C(C=N3)C4=CC=C(C=C4)Cl)F. Synergy scores: CSS=0.846, Synergy_ZIP=-2.06, Synergy_Bliss=0.305, Synergy_Loewe=-3.37, Synergy_HSA=-2.78. Drug 1: C1=CC(=CC=C1CCCC(=O)O)N(CCCl)CCCl. Cell line: KM12. (8) Drug 1: CC=C1C(=O)NC(C(=O)OC2CC(=O)NC(C(=O)NC(CSSCCC=C2)C(=O)N1)C(C)C)C(C)C. Drug 2: CS(=O)(=O)CCNCC1=CC=C(O1)C2=CC3=C(C=C2)N=CN=C3NC4=CC(=C(C=C4)OCC5=CC(=CC=C5)F)Cl. Cell line: OVCAR3. Synergy scores: CSS=71.5, Synergy_ZIP=-5.43, Synergy_Bliss=-6.01, Synergy_Loewe=-4.71, Synergy_HSA=-1.94.